Dataset: TCR-epitope binding with 47,182 pairs between 192 epitopes and 23,139 TCRs. Task: Binary Classification. Given a T-cell receptor sequence (or CDR3 region) and an epitope sequence, predict whether binding occurs between them. (1) The epitope is SEPVLKGVKL. The TCR CDR3 sequence is CSVEEGRLGGYTF. Result: 1 (the TCR binds to the epitope). (2) The epitope is SEISMDNSPNL. The TCR CDR3 sequence is CASGSGLANNEQFF. Result: 0 (the TCR does not bind to the epitope). (3) The epitope is YYRRATRRIR. The TCR CDR3 sequence is CASSSDRERNQPQHF. Result: 0 (the TCR does not bind to the epitope). (4) The epitope is ALLADKFPV. The TCR CDR3 sequence is CASSPGTDTQYF. Result: 0 (the TCR does not bind to the epitope). (5) The epitope is DATYQRTRALVR. The TCR CDR3 sequence is CASSLGPEKEQFF. Result: 0 (the TCR does not bind to the epitope). (6) The epitope is KLGGALQAK. The TCR CDR3 sequence is CASSQGQLSTDTQYF. Result: 1 (the TCR binds to the epitope). (7) The epitope is HLVDFQVTI. The TCR CDR3 sequence is CASSNKGFYEQYF. Result: 1 (the TCR binds to the epitope). (8) The epitope is IPSINVHHY. The TCR CDR3 sequence is CASSFGVGTESYEQYF. Result: 0 (the TCR does not bind to the epitope). (9) The epitope is ILHCANFNV. The TCR CDR3 sequence is CASSYGGNIQYF. Result: 1 (the TCR binds to the epitope).